From a dataset of Forward reaction prediction with 1.9M reactions from USPTO patents (1976-2016). Predict the product of the given reaction. Given the reactants C(C1C=CC([O:7][C:8]2[CH:13]=[CH:12][C:11]([C:14]3[N:19]=[C:18]([C:20]([NH2:22])=[O:21])[CH:17]=[C:16]([C@@H:23]([OH:26])[CH2:24][OH:25])[N:15]=3)=[CH:10][CH:9]=2)=CC=1C(F)(F)F)#N.CC1(C)C(C)(C)OB(C2C=CC(O[C:48]3[CH:53]=[CH:52][C:51]([C:54]([F:57])([F:56])[F:55])=[CH:50][CH:49]=3)=CC=2)O1, predict the reaction product. The product is: [OH:26][C@H:23]([C:16]1[N:15]=[C:14]([C:11]2[CH:12]=[CH:13][C:8]([O:7][C:48]3[CH:53]=[CH:52][C:51]([C:54]([F:57])([F:56])[F:55])=[CH:50][CH:49]=3)=[CH:9][CH:10]=2)[N:19]=[C:18]([C:20]([NH2:22])=[O:21])[CH:17]=1)[CH2:24][OH:25].